The task is: Predict the reaction yield, written as a fraction of the theoretical maximum amount of product (1.0 means a 100% yield; for example, 0.34 means a 34% yield).. This data is from Reaction yield outcomes from USPTO patents with 853,638 reactions. (1) The product is [Br:14][C:2]1[CH:3]=[C:4]([CH:8]=[C:9]([N+:11]([O-:13])=[O:12])[CH:10]=1)[C:5]([OH:7])=[O:6]. The reactants are N[C:2]1[CH:3]=[C:4]([CH:8]=[C:9]([N+:11]([O-:13])=[O:12])[CH:10]=1)[C:5]([OH:7])=[O:6].[BrH:14].N([O-])=O.[Na+].C(OCC)C. The yield is 0.860. The catalyst is O.[Cu](Br)Br. (2) The reactants are [C:1](Cl)(=[O:6])[C:2]([CH3:5])([CH3:4])[CH3:3].[Br:8][C:9]1[CH:15]=[C:14]([CH3:16])[C:12]([NH2:13])=[C:11]([F:17])[CH:10]=1.O.Cl. The catalyst is N1C=CC=CC=1. The product is [Br:8][C:9]1[CH:15]=[C:14]([CH3:16])[C:12]([NH:13][C:1](=[O:6])[C:2]([CH3:5])([CH3:4])[CH3:3])=[C:11]([F:17])[CH:10]=1. The yield is 0.490. (3) The catalyst is C1(C)C=CC=CC=1.C(O)C.C1C=CC([P]([Pd]([P](C2C=CC=CC=2)(C2C=CC=CC=2)C2C=CC=CC=2)([P](C2C=CC=CC=2)(C2C=CC=CC=2)C2C=CC=CC=2)[P](C2C=CC=CC=2)(C2C=CC=CC=2)C2C=CC=CC=2)(C2C=CC=CC=2)C2C=CC=CC=2)=CC=1.O.C(OCC)(=O)C. The product is [C:10]1([C:2]2[N:7]=[C:6]([C:8]#[N:9])[CH:5]=[CH:4][CH:3]=2)[CH:15]=[CH:14][CH:13]=[CH:12][CH:11]=1. The yield is 0.860. The reactants are Cl[C:2]1[N:7]=[C:6]([C:8]#[N:9])[CH:5]=[CH:4][CH:3]=1.[C:10]1(OB(O)O)[CH:15]=[CH:14][CH:13]=[CH:12][CH:11]=1.C(=O)([O-])[O-].[K+].[K+]. (4) The reactants are [CH3:1][C:2]([CH3:6])(O)[C:3]#[N:4].[NH:7]1[CH2:12][CH2:11][O:10][CH2:9][CH2:8]1. The catalyst is CC(C)=O. The product is [CH3:1][C:2]([N:7]1[CH2:12][CH2:11][O:10][CH2:9][CH2:8]1)([CH3:6])[C:3]#[N:4]. The yield is 1.00. (5) The reactants are [CH2:1]([O:3][C:4]([C@@H:6]1[C@H:10]([CH2:11][CH2:12][CH:13]=O)[CH2:9][CH2:8][N:7]1[C@@H:15]([CH3:22])/[C:16](/[CH3:21])=[CH:17]/[CH:18]=[CH:19]\[CH3:20])=[O:5])[CH3:2].[CH2:23]([NH2:31])[CH2:24][C:25]1[CH:30]=[CH:29][CH:28]=[CH:27][CH:26]=1.[BH3-]C#N.[Na+]. The catalyst is CCO.CCOCC. The product is [CH2:1]([O:3][C:4]([C@@H:6]1[C@H:10]([CH2:11][CH2:12][CH2:13][NH:31][CH2:23][CH2:24][C:25]2[CH:30]=[CH:29][CH:28]=[CH:27][CH:26]=2)[CH2:9][CH2:8][N:7]1[C@H:15]([C:16]1[CH:21]=[CH:20][CH:19]=[CH:18][CH:17]=1)[CH3:22])=[O:5])[CH3:2]. The yield is 0.300. (6) The product is [OH:8][C@@H:9]1[C@@H:17]([CH2:18][CH2:19][CH:20]([CH3:21])[CH3:22])[C@H:16]([CH3:23])[O:15][C:14](=[O:24])[C@@H:13]([NH:25][C:26](=[O:32])[O:27][C:28]([CH3:30])([CH3:29])[CH3:31])[CH2:12][O:11][CH2:10]1. The reactants are C([O:8][C@@H:9]1[C@@H:17]([CH2:18][CH2:19][CH:20]([CH3:22])[CH3:21])[C@H:16]([CH3:23])[O:15][C:14](=[O:24])[C@@H:13]([NH:25][C:26](=[O:32])[O:27][C:28]([CH3:31])([CH3:30])[CH3:29])[CH2:12][O:11][CH2:10]1)C1C=CC=CC=1.[H][H]. The catalyst is C1COCC1.[Pd]. The yield is 0.860. (7) The reactants are [OH:1][C@H:2]([C:23]1[CH:28]=[CH:27][CH:26]=[CH:25][CH:24]=1)[CH2:3][CH2:4][N:5]1[CH2:10][CH2:9][CH:8]([C:11]2[CH:12]=[C:13]([NH:17][C:18](=[O:22])[CH:19]([CH3:21])[CH3:20])[CH:14]=[CH:15][CH:16]=2)[CH2:7][CH2:6]1.[N+:29]([C:32]1[CH:37]=[CH:36][CH:35]=[CH:34][C:33]=1O)([O-:31])=[O:30].C1(P(C2C=CC=CC=2)C2C=CC=CC=2)C=CC=CC=1.N(C(OCC)=O)=NC(OCC)=O.N. The catalyst is C1COCC1.C(Cl)(Cl)Cl. The product is [CH3:20][CH:19]([CH3:21])[C:18]([NH:17][C:13]1[CH:14]=[CH:15][CH:16]=[C:11]([CH:8]2[CH2:9][CH2:10][N:5]([CH2:4][CH2:3][C@@H:2]([O:1][C:33]3[CH:34]=[CH:35][CH:36]=[CH:37][C:32]=3[N+:29]([O-:31])=[O:30])[C:23]3[CH:24]=[CH:25][CH:26]=[CH:27][CH:28]=3)[CH2:6][CH2:7]2)[CH:12]=1)=[O:22]. The yield is 0.345. (8) The reactants are [NH2:1][C:2]1[N:7]=[CH:6][N:5]=[C:4]([NH:8][C@H:9]([C:11]2[N:16]([C:17]3[CH:22]=[CH:21][CH:20]=[CH:19][CH:18]=3)[C:15](=[O:23])[C:14]3=[C:24]([CH3:27])[CH:25]=[CH:26][N:13]3[N:12]=2)[CH3:10])[C:3]=1Br.[F:29][C:30]1[CH:35]=[C:34]([F:36])[CH:33]=[CH:32][C:31]=1[S:37]([NH:40][C:41]1[C:42]([O:56][CH3:57])=[N:43][CH:44]=[C:45](B2OC(C)(C)C(C)(C)O2)[CH:46]=1)(=[O:39])=[O:38].C(=O)([O-])[O-].[Cs+].[Cs+]. No catalyst specified. The product is [NH2:1][C:2]1[C:3]([C:45]2[CH:46]=[C:41]([NH:40][S:37]([C:31]3[CH:32]=[CH:33][C:34]([F:36])=[CH:35][C:30]=3[F:29])(=[O:39])=[O:38])[C:42]([O:56][CH3:57])=[N:43][CH:44]=2)=[C:4]([NH:8][C@H:9]([C:11]2[N:16]([C:17]3[CH:22]=[CH:21][CH:20]=[CH:19][CH:18]=3)[C:15](=[O:23])[C:14]3=[C:24]([CH3:27])[CH:25]=[CH:26][N:13]3[N:12]=2)[CH3:10])[N:5]=[CH:6][N:7]=1. The yield is 0.500.